This data is from Catalyst prediction with 721,799 reactions and 888 catalyst types from USPTO. The task is: Predict which catalyst facilitates the given reaction. (1) Reactant: [CH2:1]([O:3][C:4]1[CH:31]=[CH:30][CH:29]=[CH:28][C:5]=1[O:6][CH2:7][CH2:8][NH:9][C@H:10]([CH3:27])[CH2:11][C:12]1[CH:13]=[C:14]2[C:18](=[C:19]([C:21]#[N:22])[CH:20]=1)[N:17]([CH2:23][CH2:24][CH2:25][OH:26])[CH2:16][CH2:15]2)[CH3:2].[OH-].[Na+].OO.S([O-])([O-])=[O:37].[Na+].[Na+]. Product: [CH2:1]([O:3][C:4]1[CH:31]=[CH:30][CH:29]=[CH:28][C:5]=1[O:6][CH2:7][CH2:8][NH:9][C@H:10]([CH3:27])[CH2:11][C:12]1[CH:13]=[C:14]2[C:18](=[C:19]([C:21]([NH2:22])=[O:37])[CH:20]=1)[N:17]([CH2:23][CH2:24][CH2:25][OH:26])[CH2:16][CH2:15]2)[CH3:2]. The catalyst class is: 16. (2) Product: [CH3:12][NH:13][CH2:7][C:6]1[CH:9]=[CH:10][CH:11]=[C:4]([N+:1]([O-:3])=[O:2])[CH:5]=1. Reactant: [N+:1]([C:4]1[CH:5]=[C:6]([CH:9]=[CH:10][CH:11]=1)[CH:7]=O)([O-:3])=[O:2].[CH3:12][NH2:13].[BH4-].[Na+]. The catalyst class is: 5.